This data is from Forward reaction prediction with 1.9M reactions from USPTO patents (1976-2016). The task is: Predict the product of the given reaction. (1) Given the reactants [C:1]([NH:8][C:9]1[CH:14]=[CH:13][C:12]([NH2:15])=[CH:11][CH:10]=1)([O:3]C(C)(C)C)=O.[F:16][C:17]1[C:25]([C:26]([F:29])([F:28])[F:27])=[CH:24][CH:23]=[CH:22][C:18]=1C(Cl)=O, predict the reaction product. The product is: [NH2:15][C:12]1[CH:11]=[CH:10][C:9]([NH:8][C:1](=[O:3])[C:18]2[CH:22]=[CH:23][CH:24]=[C:25]([C:26]([F:29])([F:28])[F:27])[C:17]=2[F:16])=[CH:14][CH:13]=1. (2) Given the reactants S(=O)(=O)(O)O.C1(C)C=CC(S(O)(=O)=O)=CC=1.Cl.[CH3:18][OH:19].C=O.[N:22]1[C:29]([NH2:30])=[N:28][C:26]([NH2:27])=[N:25][C:23]=1[NH2:24], predict the reaction product. The product is: [CH2:18]([NH:24][C:23]1[N:25]=[C:26]([NH2:27])[N:28]=[C:29]([NH2:30])[N:22]=1)[OH:19].